This data is from NCI-60 drug combinations with 297,098 pairs across 59 cell lines. The task is: Regression. Given two drug SMILES strings and cell line genomic features, predict the synergy score measuring deviation from expected non-interaction effect. (1) Drug 1: C1=NC2=C(N1)C(=S)N=C(N2)N. Drug 2: C1=CC=C(C(=C1)C(C2=CC=C(C=C2)Cl)C(Cl)Cl)Cl. Cell line: SK-MEL-2. Synergy scores: CSS=26.1, Synergy_ZIP=0.913, Synergy_Bliss=3.70, Synergy_Loewe=-8.23, Synergy_HSA=0.719. (2) Drug 1: CCC1=CC2CC(C3=C(CN(C2)C1)C4=CC=CC=C4N3)(C5=C(C=C6C(=C5)C78CCN9C7C(C=CC9)(C(C(C8N6C)(C(=O)OC)O)OC(=O)C)CC)OC)C(=O)OC.C(C(C(=O)O)O)(C(=O)O)O. Drug 2: C1C(C(OC1N2C=NC3=C2NC=NCC3O)CO)O. Cell line: NCI-H522. Synergy scores: CSS=57.6, Synergy_ZIP=-0.598, Synergy_Bliss=1.65, Synergy_Loewe=0.830, Synergy_HSA=3.33. (3) Drug 1: CCCCC(=O)OCC(=O)C1(CC(C2=C(C1)C(=C3C(=C2O)C(=O)C4=C(C3=O)C=CC=C4OC)O)OC5CC(C(C(O5)C)O)NC(=O)C(F)(F)F)O. Drug 2: C1CN(P(=O)(OC1)NCCCl)CCCl. Cell line: BT-549. Synergy scores: CSS=44.7, Synergy_ZIP=-4.70, Synergy_Bliss=-7.66, Synergy_Loewe=-37.0, Synergy_HSA=-7.66.